This data is from Tyrosyl-DNA phosphodiesterase HTS with 341,365 compounds. The task is: Binary Classification. Given a drug SMILES string, predict its activity (active/inactive) in a high-throughput screening assay against a specified biological target. (1) The molecule is Fc1c(n2c3n(nc(c3cc3c2nc(=O)n(c3=O)C)C)c2ccccc2)cccc1. The result is 0 (inactive). (2) The molecule is S(c1n(C(=O)c2c([N+]([O-])=O)cccc2)ccn1)C. The result is 0 (inactive). (3) The drug is O(C(=O)c1c(Cc2ccccc2)cccc1)CC(=O)/C(=C(\N)C)C#N. The result is 0 (inactive). (4) The result is 0 (inactive). The drug is S1(=O)(=O)N=C(NCCC(=O)NCc2c(OC)cccc2)c2c1cccc2. (5) The drug is O1C(CN(CC2CC2)C)C(CN(C(CO)C)C(=O)c2c1c(NC(=O)c1n(nc(c1)C)C)ccc2)C. The result is 0 (inactive). (6) The drug is Clc1cc2N3CCCCCC3=NS(=O)(=O)c2cc1C(=O)NCc1cc(OC)ccc1. The result is 0 (inactive).